This data is from Full USPTO retrosynthesis dataset with 1.9M reactions from patents (1976-2016). The task is: Predict the reactants needed to synthesize the given product. (1) Given the product [CH3:23][O:22][C:18]1[CH:17]=[CH:16][C:15]([C:6]2[CH:7]=[N:8][C:3]([C:2]([F:13])([F:12])[F:1])=[CH:4][CH:5]=2)=[N:20][C:19]=1[CH3:21], predict the reactants needed to synthesize it. The reactants are: [F:1][C:2]([F:13])([F:12])[C:3]1[N:8]=[CH:7][C:6](B(O)O)=[CH:5][CH:4]=1.Cl[C:15]1[N:20]=[C:19]([CH3:21])[C:18]([O:22][CH3:23])=[CH:17][CH:16]=1.C([O-])([O-])=O.[K+].[K+].COCCOC. (2) Given the product [CH2:1]([NH:8][C:9]1[C:18]2[C:13](=[CH:14][CH:15]=[CH:16][CH:17]=2)[N:12]=[C:11]([N:19]2[CH2:24][CH2:23][N:22]([C:32](=[O:36])[CH:33]([CH3:35])[CH3:34])[CH2:21][CH2:20]2)[N:10]=1)[C:2]1[CH:3]=[CH:4][CH:5]=[CH:6][CH:7]=1, predict the reactants needed to synthesize it. The reactants are: [CH2:1]([NH:8][C:9]1[C:18]2[C:13](=[CH:14][CH:15]=[CH:16][CH:17]=2)[N:12]=[C:11]([N:19]2[CH2:24][CH2:23][NH:22][CH2:21][CH2:20]2)[N:10]=1)[C:2]1[CH:7]=[CH:6][CH:5]=[CH:4][CH:3]=1.C(N(CC)CC)C.[C:32](Cl)(=[O:36])[CH:33]([CH3:35])[CH3:34].